This data is from Forward reaction prediction with 1.9M reactions from USPTO patents (1976-2016). The task is: Predict the product of the given reaction. (1) Given the reactants Cl[C:2]([F:7])([F:6])[C:3]([O-])=O.[Na+].[CH:9]1([CH:14]([C:35]2[CH:40]=[CH:39][C:38](C=O)=[CH:37][CH:36]=2)[C:15]([NH:17][C:18]2[CH:19]=[C:20]([CH:32]=[CH:33][CH:34]=2)[CH2:21][C:22]2([C:25]([O:27][C:28]([CH3:31])([CH3:30])[CH3:29])=[O:26])[CH2:24][CH2:23]2)=[O:16])[CH2:13][CH2:12][CH2:11][CH2:10]1.C1(P(C2C=CC=CC=2)C2C=CC=CC=2)C=CC=CC=1.O, predict the reaction product. The product is: [CH:9]1([CH:14]([C:35]2[CH:40]=[CH:39][C:38]([CH:3]=[C:2]([F:7])[F:6])=[CH:37][CH:36]=2)[C:15]([NH:17][C:18]2[CH:19]=[C:20]([CH:32]=[CH:33][CH:34]=2)[CH2:21][C:22]2([C:25]([O:27][C:28]([CH3:30])([CH3:31])[CH3:29])=[O:26])[CH2:23][CH2:24]2)=[O:16])[CH2:13][CH2:12][CH2:11][CH2:10]1. (2) Given the reactants C[O:2][C:3]1[CH:4]=[C:5]2[C:9](=[CH:10][CH:11]=1)[N:8]([CH3:12])[CH:7]=[C:6]2[C:13]1[N:21]([S:22]([C:25]2[CH:30]=[CH:29][C:28]([CH3:31])=[CH:27][CH:26]=2)(=[O:24])=[O:23])[C:16]2=[N:17][CH:18]=[CH:19][CH:20]=[C:15]2[CH:14]=1.B(Br)(Br)Br.C(=O)([O-])[O-].[Na+].[Na+], predict the reaction product. The product is: [CH3:12][N:8]1[C:9]2[C:5](=[CH:4][C:3]([OH:2])=[CH:11][CH:10]=2)[C:6]([C:13]2[N:21]([S:22]([C:25]3[CH:30]=[CH:29][C:28]([CH3:31])=[CH:27][CH:26]=3)(=[O:24])=[O:23])[C:16]3=[N:17][CH:18]=[CH:19][CH:20]=[C:15]3[CH:14]=2)=[CH:7]1. (3) Given the reactants [F:1][C:2]1[CH:22]=[CH:21][C:5]([O:6][C:7]2[CH:12]=[CH:11][N:10]=[C:9]([C:13]3[NH:17][CH:16]=[C:15]([C:18](O)=[O:19])[CH:14]=3)[CH:8]=2)=[CH:4][C:3]=1[NH:23][C:24]([C:26]1[O:27][CH:28]=[CH:29][C:30]=1[CH3:31])=[O:25].CN(C(ON1N=NC2C=CC=NC1=2)=[N+](C)C)C.F[P-](F)(F)(F)(F)F.C(N(CC)C(C)C)(C)C.[O:65]1[CH2:70][CH2:69][N:68]([CH2:71][CH2:72][CH2:73][NH2:74])[CH2:67][CH2:66]1, predict the reaction product. The product is: [F:1][C:2]1[CH:22]=[CH:21][C:5]([O:6][C:7]2[CH:12]=[CH:11][N:10]=[C:9]([C:13]3[NH:17][CH:16]=[C:15]([C:18]([NH:74][CH2:73][CH2:72][CH2:71][N:68]4[CH2:69][CH2:70][O:65][CH2:66][CH2:67]4)=[O:19])[CH:14]=3)[CH:8]=2)=[CH:4][C:3]=1[NH:23][C:24]([C:26]1[O:27][CH:28]=[CH:29][C:30]=1[CH3:31])=[O:25]. (4) Given the reactants [CH3:1][N:2]1[CH:7]=[CH:6][C:5]([C:8]2[CH:13]=[CH:12][C:11]([C:14]3([N:17]4[CH2:22][CH2:21][C:20]([CH2:29][C:30]([CH3:32])=[CH2:31])([C:23]5[CH:28]=[CH:27][CH:26]=[CH:25][CH:24]=5)[O:19][C:18]4=[O:33])[CH2:16][CH2:15]3)=[CH:10][CH:9]=2)=[CH:4][C:3]1=[O:34].C1([SiH3])C=CC=CC=1.CC([OH:45])C.C(Cl)Cl, predict the reaction product. The product is: [OH:45][C:30]([CH3:32])([CH3:31])[CH2:29][C:20]1([C:23]2[CH:28]=[CH:27][CH:26]=[CH:25][CH:24]=2)[O:19][C:18](=[O:33])[N:17]([C:14]2([C:11]3[CH:10]=[CH:9][C:8]([C:5]4[CH:6]=[CH:7][N:2]([CH3:1])[C:3](=[O:34])[CH:4]=4)=[CH:13][CH:12]=3)[CH2:16][CH2:15]2)[CH2:22][CH2:21]1.